The task is: Predict the product of the given reaction.. This data is from Forward reaction prediction with 1.9M reactions from USPTO patents (1976-2016). (1) Given the reactants C[N:2]([C:18]1[CH:23]=[CH:22][CH:21]=[CH:20][CH:19]=1)[C:3]([C:5]1[C:6](=[O:17])[N:7]([CH3:16])[C:8]2[C:13]([C:14]=1[OH:15])=[CH:12][CH:11]=[CH:10][CH:9]=2)=[O:4].[F:24]C1C=CC(N)=CC=1.CCCCCCC, predict the reaction product. The product is: [F:24][C:21]1[CH:22]=[CH:23][C:18]([NH:2][C:3]([C:5]2[C:6](=[O:17])[N:7]([CH3:16])[C:8]3[C:13]([C:14]=2[OH:15])=[CH:12][CH:11]=[CH:10][CH:9]=3)=[O:4])=[CH:19][CH:20]=1. (2) Given the reactants [CH3:1][N:2]1C[CH2:5][CH2:4][CH2:3]1.[Br:7][CH2:8][CH2:9][CH2:10][CH3:11].[F-].[K+], predict the reaction product. The product is: [Br-:7].[CH2:3]([N+:2]1([CH3:1])[CH2:11][CH2:10][CH2:9][CH2:8]1)[CH2:4][CH3:5]. (3) Given the reactants [O:1]1[C:5]([C:6]2[CH:11]=[CH:10][CH:9]=[CH:8][C:7]=2[N+:12]([O-])=O)=[CH:4][N:3]=[CH:2]1.[H][H], predict the reaction product. The product is: [O:1]1[C:5]([C:6]2[CH:11]=[CH:10][CH:9]=[CH:8][C:7]=2[NH2:12])=[CH:4][N:3]=[CH:2]1. (4) Given the reactants [OH:1][C@@H:2]1[C@@H:6]([CH2:7][OH:8])[O:5][C@@H:4]([N:9]2[CH:14]=[C:13]3[CH:15]=[C:16]([C:18]4[CH:23]=[CH:22][C:21]([CH2:24][CH2:25][CH2:26][CH2:27][CH3:28])=[CH:20][CH:19]=4)[O:17][C:12]3=[N:11][C:10]2=[O:29])[CH2:3]1.[Si:30](Cl)([C:33]([CH3:36])([CH3:35])[CH3:34])([CH3:32])[CH3:31].N1C=CN=C1, predict the reaction product. The product is: [Si:30]([O:8][CH2:7][C@H:6]1[O:5][C@@H:4]([N:9]2[CH:14]=[C:13]3[CH:15]=[C:16]([C:18]4[CH:19]=[CH:20][C:21]([CH2:24][CH2:25][CH2:26][CH2:27][CH3:28])=[CH:22][CH:23]=4)[O:17][C:12]3=[N:11][C:10]2=[O:29])[CH2:3][C@@H:2]1[OH:1])([C:33]([CH3:36])([CH3:35])[CH3:34])([CH3:32])[CH3:31]. (5) Given the reactants [CH3:1][O:2][C:3]1[CH:8]=[CH:7][C:6](B(O)O)=[CH:5][CH:4]=1.C[Si](C)(C)C1C=CC([C:20]2[CH:28]=[CH:27][CH:26]=[C:25]3[C:21]=2[CH:22]=[CH:23][CH2:24]3)=CC=1, predict the reaction product. The product is: [CH3:1][O:2][C:3]1[CH:8]=[CH:7][C:6]([C:20]2[CH:28]=[CH:27][CH:26]=[C:25]3[C:21]=2[CH:22]=[CH:23][CH2:24]3)=[CH:5][CH:4]=1.